From a dataset of Merck oncology drug combination screen with 23,052 pairs across 39 cell lines. Regression. Given two drug SMILES strings and cell line genomic features, predict the synergy score measuring deviation from expected non-interaction effect. (1) Drug 1: CC1CC2C3CCC4=CC(=O)C=CC4(C)C3(F)C(O)CC2(C)C1(O)C(=O)CO. Drug 2: CCc1cnn2c(NCc3ccc[n+]([O-])c3)cc(N3CCCCC3CCO)nc12. Cell line: UWB1289. Synergy scores: synergy=-5.05. (2) Drug 1: CCN(CC)CCNC(=O)c1c(C)[nH]c(C=C2C(=O)Nc3ccc(F)cc32)c1C. Drug 2: Cc1nc(Nc2ncc(C(=O)Nc3c(C)cccc3Cl)s2)cc(N2CCN(CCO)CC2)n1. Cell line: NCIH520. Synergy scores: synergy=32.0.